Dataset: Full USPTO retrosynthesis dataset with 1.9M reactions from patents (1976-2016). Task: Predict the reactants needed to synthesize the given product. (1) The reactants are: C([O:3][C:4](=[O:34])[C:5]1[CH:10]=[CH:9][CH:8]=[C:7]([N:11]2[C:15]([CH3:16])=[CH:14][CH:13]=[C:12]2[C:17]2[CH:22]=[C:21]([Cl:23])[CH:20]=[CH:19][C:18]=2[O:24][CH2:25][C:26]2[CH:31]=[CH:30][C:29]([O:32][CH3:33])=[CH:28][CH:27]=2)[CH:6]=1)C.[OH-].[Na+]. Given the product [Cl:23][C:21]1[CH:20]=[CH:19][C:18]([O:24][CH2:25][C:26]2[CH:27]=[CH:28][C:29]([O:32][CH3:33])=[CH:30][CH:31]=2)=[C:17]([C:12]2[N:11]([C:7]3[CH:6]=[C:5]([CH:10]=[CH:9][CH:8]=3)[C:4]([OH:34])=[O:3])[C:15]([CH3:16])=[CH:14][CH:13]=2)[CH:22]=1, predict the reactants needed to synthesize it. (2) Given the product [Cl:15][C:16]1[CH:22]=[CH:21][C:19]([NH:20][C:2]2[C:11]3[C:6](=[C:7]([N+:12]([O-:14])=[O:13])[CH:8]=[CH:9][CH:10]=3)[CH:5]=[CH:4][CH:3]=2)=[CH:18][CH:17]=1, predict the reactants needed to synthesize it. The reactants are: Br[C:2]1[C:11]2[C:6](=[C:7]([N+:12]([O-:14])=[O:13])[CH:8]=[CH:9][CH:10]=2)[CH:5]=[CH:4][CH:3]=1.[Cl:15][C:16]1[CH:22]=[CH:21][C:19]([NH2:20])=[CH:18][CH:17]=1.CC1(C)C2C(=C(P(C3C=CC=CC=3)C3C=CC=CC=3)C=CC=2)OC2C(P(C3C=CC=CC=3)C3C=CC=CC=3)=CC=CC1=2. (3) Given the product [OH:33][C:30]1[CH:31]=[CH:32][C:27]([S:26][C:2]2[CH:7]=[CH:6][C:5]([NH:8][C:9]([C:11]3[S:12][C:13]([Br:16])=[CH:14][CH:15]=3)=[O:10])=[CH:4][C:3]=2[N+:17]([O-:19])=[O:18])=[CH:28][CH:29]=1, predict the reactants needed to synthesize it. The reactants are: F[C:2]1[CH:7]=[CH:6][C:5]([NH:8][C:9]([C:11]2[S:12][C:13]([Br:16])=[CH:14][CH:15]=2)=[O:10])=[CH:4][C:3]=1[N+:17]([O-:19])=[O:18].C([O-])([O-])=O.[K+].[K+].[SH:26][C:27]1[CH:32]=[CH:31][C:30]([OH:33])=[CH:29][CH:28]=1. (4) Given the product [F:21][CH2:20][CH2:19][N:5]([CH2:4][CH2:3][O:2][CH3:1])[C:6](=[O:15])[O:7][CH2:8][C:9]1[CH:14]=[CH:13][CH:12]=[CH:11][CH:10]=1, predict the reactants needed to synthesize it. The reactants are: [CH3:1][O:2][CH2:3][CH2:4][NH:5][C:6](=[O:15])[O:7][CH2:8][C:9]1[CH:14]=[CH:13][CH:12]=[CH:11][CH:10]=1.[H-].[Na+].Br[CH2:19][CH2:20][F:21]. (5) Given the product [Br:32][C:18]1[CH:17]=[C:16]([CH2:15][N:12]2[CH2:11][CH2:10][N:9]([CH2:8][CH2:7][O:6][Si:5]([C:1]([CH3:4])([CH3:3])[CH3:2])([CH3:24])[CH3:23])[CH2:14][CH2:13]2)[CH:21]=[CH:20][C:19]=1[NH2:22], predict the reactants needed to synthesize it. The reactants are: [C:1]([Si:5]([CH3:24])([CH3:23])[O:6][CH2:7][CH2:8][N:9]1[CH2:14][CH2:13][N:12]([CH2:15][C:16]2[CH:21]=[CH:20][C:19]([NH2:22])=[CH:18][CH:17]=2)[CH2:11][CH2:10]1)([CH3:4])([CH3:3])[CH3:2].C1C(=O)N([Br:32])C(=O)C1. (6) Given the product [Cl:1][C:2]1[C:10]([Cl:11])=[CH:9][CH:8]=[CH:7][C:3]=1[C:4]([NH:18][CH2:17][CH:16]([C:19]1[C:20]([CH3:26])=[N:21][C:22]([CH3:25])=[CH:23][CH:24]=1)[CH2:15][CH:12]1[CH2:13][CH2:14]1)=[O:6], predict the reactants needed to synthesize it. The reactants are: [Cl:1][C:2]1[C:10]([Cl:11])=[CH:9][CH:8]=[CH:7][C:3]=1[C:4]([OH:6])=O.[CH:12]1([CH2:15][CH:16]([C:19]2[C:20]([CH3:26])=[N:21][C:22]([CH3:25])=[CH:23][CH:24]=2)[CH2:17][NH2:18])[CH2:14][CH2:13]1. (7) Given the product [CH3:15][C:8]1[C:7]2[C:12](=[CH:13][C:4]([N:1]3[CH:18]=[C:17]([CH2:16][NH:19][C:20](=[O:26])[O:21][C:22]([CH3:24])([CH3:23])[CH3:25])[N:3]=[N:2]3)=[CH:5][CH:6]=2)[O:11][C:10](=[O:14])[CH:9]=1, predict the reactants needed to synthesize it. The reactants are: [N:1]([C:4]1[CH:13]=[C:12]2[C:7]([C:8]([CH3:15])=[CH:9][C:10](=[O:14])[O:11]2)=[CH:6][CH:5]=1)=[N+:2]=[N-:3].[CH2:16]([NH:19][C:20](=[O:26])[O:21][C:22]([CH3:25])([CH3:24])[CH3:23])[C:17]#[CH:18]. (8) Given the product [Br:14][C:13]1[C:8]2[S:7][C:6]3[CH:15]=[C:2]([C:31]4[CH:32]=[CH:33][C:34]5[N:22]([C:16]6[CH:21]=[CH:20][CH:19]=[CH:18][CH:17]=6)[C:23]6[C:28]([C:29]=5[CH:30]=4)=[CH:27][CH:26]=[CH:25][CH:24]=6)[CH:3]=[CH:4][C:5]=3[C:9]=2[CH:10]=[CH:11][CH:12]=1, predict the reactants needed to synthesize it. The reactants are: Br[C:2]1[CH:3]=[CH:4][C:5]2[C:9]3[CH:10]=[CH:11][CH:12]=[C:13]([Br:14])[C:8]=3[S:7][C:6]=2[CH:15]=1.[C:16]1([N:22]2[C:34]3[CH:33]=[CH:32][C:31](B(O)O)=[CH:30][C:29]=3[C:28]3[C:23]2=[CH:24][CH:25]=[CH:26][CH:27]=3)[CH:21]=[CH:20][CH:19]=[CH:18][CH:17]=1.C([O-])([O-])=O.[Na+].[Na+]. (9) Given the product [NH2:18][CH2:17][CH2:16][N:12]1[CH:13]=[CH:14][CH:15]=[C:11]1[C:9]([C:8]1[CH:7]=[CH:6][C:5]([C:1]([CH3:4])([CH3:3])[CH3:2])=[CH:27][CH:26]=1)=[O:10], predict the reactants needed to synthesize it. The reactants are: [C:1]([C:5]1[CH:27]=[CH:26][C:8]([C:9]([C:11]2[N:12]([CH2:16][CH2:17][NH:18]C(=O)OC(C)(C)C)[CH:13]=[CH:14][CH:15]=2)=[O:10])=[CH:7][CH:6]=1)([CH3:4])([CH3:3])[CH3:2].Cl. (10) The reactants are: [CH3:1][O:2][C:3]1[CH:4]=[C:5]2[C:9](=[CH:10][C:11]=1[O:12][CH3:13])[C:8](=[O:14])[CH:7]([CH2:15][C:16]1[CH:21]=[CH:20][N:19]=[CH:18][CH:17]=1)[CH2:6]2.ClC1C=CC=C(C(OO)=[O:30])C=1.C(=O)(O)[O-].[Na+]. Given the product [CH3:1][O:2][C:3]1[CH:4]=[C:5]2[C:9](=[CH:10][C:11]=1[O:12][CH3:13])[C:8](=[O:14])[CH:7]([CH2:15][C:16]1[CH:21]=[CH:20][N+:19]([O-:30])=[CH:18][CH:17]=1)[CH2:6]2, predict the reactants needed to synthesize it.